From a dataset of Full USPTO retrosynthesis dataset with 1.9M reactions from patents (1976-2016). Predict the reactants needed to synthesize the given product. (1) The reactants are: [F:1][C:2]([F:30])([F:29])[C:3]1[CH:4]=[C:5]([NH:9][C:10]([C:12]2[C:16]3[CH:17]=[CH:18][C:19]([O:21]CC4C=CC=CC=4)=[CH:20][C:15]=3[O:14][N:13]=2)=[O:11])[CH:6]=[CH:7][CH:8]=1.CCCCCC. Given the product [F:30][C:2]([F:1])([F:29])[C:3]1[CH:4]=[C:5]([NH:9][C:10]([C:12]2[C:16]3[CH:17]=[CH:18][C:19]([OH:21])=[CH:20][C:15]=3[O:14][N:13]=2)=[O:11])[CH:6]=[CH:7][CH:8]=1, predict the reactants needed to synthesize it. (2) Given the product [C:28]1(=[O:35])[NH:34][CH2:33][CH2:32][CH2:31][CH2:30][CH2:29]1.[S:9]([O-:13])([O-:12])(=[O:11])=[O:10].[NH4+:7].[NH4+:36], predict the reactants needed to synthesize it. The reactants are: C1(=[N:7]O)CCCCC1.[S:9](=[O:13])(=[O:12])([OH:11])[OH:10].OS(O)(=O)=O.O=S(=O)=O.S(O)(O)(=O)=O.[C:28]1(=[O:35])[NH:34][CH2:33][CH2:32][CH2:31][CH2:30][CH2:29]1.[NH3:36]. (3) The reactants are: [N+:1]([C:4]1[CH:5]=[C:6]([C:10]([C:12]2[C:20]3[C:15](=[N:16][CH:17]=[CH:18][CH:19]=3)[NH:14][CH:13]=2)=[O:11])[CH:7]=[CH:8][CH:9]=1)([O-])=O.Cl. Given the product [NH2:1][C:4]1[CH:5]=[C:6]([C:10]([C:12]2[C:20]3[C:15](=[N:16][CH:17]=[CH:18][CH:19]=3)[NH:14][CH:13]=2)=[O:11])[CH:7]=[CH:8][CH:9]=1, predict the reactants needed to synthesize it. (4) Given the product [Cl:1][C:2]1[CH:3]=[CH:4][C:5]([OH:12])=[C:6]([CH2:8][C:9]([NH2:11])=[O:10])[CH:7]=1, predict the reactants needed to synthesize it. The reactants are: [Cl:1][C:2]1[CH:3]=[CH:4][C:5]([O:12]C)=[C:6]([CH2:8][C:9]([NH2:11])=[O:10])[CH:7]=1.B(Br)(Br)Br.C(OCC)C.